From a dataset of Catalyst prediction with 721,799 reactions and 888 catalyst types from USPTO. Predict which catalyst facilitates the given reaction. (1) Reactant: [H-].C([Al+]CC(C)C)C(C)C.C[O:12][C:13]([C:15]1[N:16]=[C:17]([CH2:61][CH2:62][CH3:63])[N:18]([CH2:24][C:25]2[CH:30]=[CH:29][C:28]([C:31]3[CH:36]=[CH:35][CH:34]=[CH:33][C:32]=3[C:37]3[N:41]([C:42]([C:55]4[CH:60]=[CH:59][CH:58]=[CH:57][CH:56]=4)([C:49]4[CH:54]=[CH:53][CH:52]=[CH:51][CH:50]=4)[C:43]4[CH:48]=[CH:47][CH:46]=[CH:45][CH:44]=4)[N:40]=[N:39][N:38]=3)=[CH:27][CH:26]=2)[C:19]=1[C:20]([O:22][CH3:23])=[O:21])=O.C(OCC)(=O)C.O. Product: [CH3:23][O:22][C:20]([C:19]1[N:18]([CH2:24][C:25]2[CH:26]=[CH:27][C:28]([C:31]3[CH:36]=[CH:35][CH:34]=[CH:33][C:32]=3[C:37]3[N:41]([C:42]([C:55]4[CH:60]=[CH:59][CH:58]=[CH:57][CH:56]=4)([C:49]4[CH:50]=[CH:51][CH:52]=[CH:53][CH:54]=4)[C:43]4[CH:48]=[CH:47][CH:46]=[CH:45][CH:44]=4)[N:40]=[N:39][N:38]=3)=[CH:29][CH:30]=2)[C:17]([CH2:61][CH2:62][CH3:63])=[N:16][C:15]=1[CH2:13][OH:12])=[O:21]. The catalyst class is: 7. (2) Reactant: [CH2:1]1[C:13]2[NH:12][C:11]3[C:6](=[CH:7][CH:8]=[CH:9][CH:10]=3)[C:5]=2[CH2:4][CH2:3][CH2:2]1.CC(C)([O-])C.[K+].Br[CH2:21][CH2:22][CH2:23][CH2:24][CH2:25][C:26]([O:28][CH2:29][CH3:30])=[O:27]. Product: [CH2:29]([O:28][C:26](=[O:27])[CH2:25][CH2:24][CH2:23][CH2:22][CH2:21][N:12]1[C:13]2[CH2:1][CH2:2][CH2:3][CH2:4][C:5]=2[C:6]2[C:11]1=[CH:10][CH:9]=[CH:8][CH:7]=2)[CH3:30]. The catalyst class is: 16. (3) Product: [F:1][C:2]1[CH:3]=[C:4]([CH3:10])[C:5]([OH:9])=[C:6]([C:7]=1[F:8])[CH:11]=[O:26]. The catalyst class is: 55. Reactant: [F:1][C:2]1[C:7]([F:8])=[CH:6][C:5]([OH:9])=[C:4]([CH3:10])[CH:3]=1.[CH2:11]1N2CN3CN(C2)CN1C3.S(=O)(=O)(O)O.[OH2:26]. (4) The catalyst class is: 2. Reactant: [C:1]([C:3]1[CH:8]=[CH:7][C:6]([NH:9][NH:10][C:11]([O:13][C:14]([CH3:17])([CH3:16])[CH3:15])=[O:12])=[CH:5][CH:4]=1)#[N:2].[Cl:18][C:19]1[CH:29]=[CH:28][CH:27]=[C:26]([F:30])[C:20]=1[C:21]([N:23]=[C:24]=[O:25])=[O:22]. Product: [Cl:18][C:19]1[CH:29]=[CH:28][CH:27]=[C:26]([F:30])[C:20]=1[C:21]([NH:23][C:24]([N:9]([C:6]1[CH:7]=[CH:8][C:3]([C:1]#[N:2])=[CH:4][CH:5]=1)[NH:10][C:11]([O:13][C:14]([CH3:17])([CH3:16])[CH3:15])=[O:12])=[O:25])=[O:22].